Dataset: Forward reaction prediction with 1.9M reactions from USPTO patents (1976-2016). Task: Predict the product of the given reaction. Given the reactants C(OC(=O)[NH:10][CH2:11][CH:12]1[CH2:16][C:15]2[CH:17]=[CH:18][CH:19]=[C:20]([C:21]3[CH:26]=[CH:25][C:24]([O:27][CH3:28])=[CH:23][C:22]=3[O:29][CH3:30])[C:14]=2[O:13]1)C1C=CC=CC=1, predict the reaction product. The product is: [CH3:30][O:29][C:22]1[CH:23]=[C:24]([O:27][CH3:28])[CH:25]=[CH:26][C:21]=1[C:20]1[C:14]2[O:13][CH:12]([CH2:11][NH2:10])[CH2:16][C:15]=2[CH:17]=[CH:18][CH:19]=1.